Dataset: Full USPTO retrosynthesis dataset with 1.9M reactions from patents (1976-2016). Task: Predict the reactants needed to synthesize the given product. (1) The reactants are: [Cl:1][C:2]1[C:3]([CH2:13][C:14](Cl)(Cl)Cl)=[C:4]2[C:9](=[CH:10][CH:11]=1)[N:8]=[CH:7][C:6]([CH3:12])=[CH:5]2.C[O-:19].[Na+].OS(O)(=O)=O.[C:26]([O-])(O)=[O:27].[Na+]. Given the product [CH3:26][O:27][C:14](=[O:19])[CH2:13][C:3]1[C:2]([Cl:1])=[CH:11][CH:10]=[C:9]2[C:4]=1[CH:5]=[C:6]([CH3:12])[CH:7]=[N:8]2, predict the reactants needed to synthesize it. (2) Given the product [NH2:1][C:2]1[C:7]([C:8]#[N:9])=[C:6]([N:64]2[CH2:63][CH2:62][CH:61]([C:47]3[N:46]([CH2:45][CH2:44][N:40]4[CH2:43][CH2:42][CH2:41]4)[CH:50]=[C:49]([C:51]4[CH:52]=[CH:53][C:54]([O:57][CH:58]([F:60])[F:59])=[CH:55][CH:56]=4)[N:48]=3)[CH2:66][CH2:65]2)[N:5]=[CH:4][N:3]=1, predict the reactants needed to synthesize it. The reactants are: [NH2:1][C:2]1[C:7]([C:8]#[N:9])=[C:6](N2CCC(C3N(C)C=C(C4C=CC(F)=C(C(F)(F)F)C=4)N=3)CC2)[N:5]=[CH:4][N:3]=1.FC(F)(F)C(O)=O.[N:40]1([CH2:44][CH2:45][N:46]2[CH:50]=[C:49]([C:51]3[CH:56]=[CH:55][C:54]([O:57][CH:58]([F:60])[F:59])=[CH:53][CH:52]=3)[N:48]=[C:47]2[CH:61]2[CH2:66][CH2:65][NH:64][CH2:63][CH2:62]2)[CH2:43][CH2:42][CH2:41]1. (3) Given the product [C:27]([O:26][C:24]([N:22]([CH3:23])[C@H:19]1[CH2:20][CH2:21][C@H:16]([N:13]([CH2:14][CH3:15])[C:4]2[C:5]([CH3:12])=[C:6]([CH:11]=[C:2]([C:40]#[C:39][CH2:38][OH:41])[CH:3]=2)[C:7]([O:9][CH3:10])=[O:8])[CH2:17][CH2:18]1)=[O:25])([CH3:28])([CH3:29])[CH3:30], predict the reactants needed to synthesize it. The reactants are: Br[C:2]1[CH:3]=[C:4]([N:13]([C@H:16]2[CH2:21][CH2:20][C@H:19]([N:22]([C:24]([O:26][C:27]([CH3:30])([CH3:29])[CH3:28])=[O:25])[CH3:23])[CH2:18][CH2:17]2)[CH2:14][CH3:15])[C:5]([CH3:12])=[C:6]([CH:11]=1)[C:7]([O:9][CH3:10])=[O:8].C(NC(C)C)(C)C.[CH2:38]([OH:41])[C:39]#[CH:40]. (4) The reactants are: [NH2:1][CH2:2][CH2:3][O:4][C:5]1[CH:14]=[CH:13][CH:12]=[C:11]2[C:6]=1[C:7]([NH:15][C:16]1[CH:21]=[CH:20][C:19]([O:22][CH2:23][C:24]3[N:25]=[CH:26][S:27][CH:28]=3)=[C:18]([Cl:29])[CH:17]=1)=[N:8][CH:9]=[N:10]2.[OH:30][C@@H:31]1[CH2:36][CH2:35][O:34][C:32]1=[O:33]. Given the product [Cl:29][C:18]1[CH:17]=[C:16]([NH:15][C:7]2[C:6]3[C:11](=[CH:12][CH:13]=[CH:14][C:5]=3[O:4][CH2:3][CH2:2][NH:1][C:32](=[O:33])[C@H:31]([OH:30])[CH2:36][CH2:35][OH:34])[N:10]=[CH:9][N:8]=2)[CH:21]=[CH:20][C:19]=1[O:22][CH2:23][C:24]1[N:25]=[CH:26][S:27][CH:28]=1, predict the reactants needed to synthesize it.